From a dataset of NCI-60 drug combinations with 297,098 pairs across 59 cell lines. Regression. Given two drug SMILES strings and cell line genomic features, predict the synergy score measuring deviation from expected non-interaction effect. (1) Drug 1: CC1=C(N=C(N=C1N)C(CC(=O)N)NCC(C(=O)N)N)C(=O)NC(C(C2=CN=CN2)OC3C(C(C(C(O3)CO)O)O)OC4C(C(C(C(O4)CO)O)OC(=O)N)O)C(=O)NC(C)C(C(C)C(=O)NC(C(C)O)C(=O)NCCC5=NC(=CS5)C6=NC(=CS6)C(=O)NCCC[S+](C)C)O. Drug 2: CN(CC1=CN=C2C(=N1)C(=NC(=N2)N)N)C3=CC=C(C=C3)C(=O)NC(CCC(=O)O)C(=O)O. Cell line: EKVX. Synergy scores: CSS=5.24, Synergy_ZIP=-1.11, Synergy_Bliss=-0.754, Synergy_Loewe=-0.325, Synergy_HSA=-3.30. (2) Drug 1: C#CCC(CC1=CN=C2C(=N1)C(=NC(=N2)N)N)C3=CC=C(C=C3)C(=O)NC(CCC(=O)O)C(=O)O. Drug 2: C(CC(=O)O)C(=O)CN.Cl. Cell line: SF-539. Synergy scores: CSS=20.8, Synergy_ZIP=-3.37, Synergy_Bliss=0.960, Synergy_Loewe=0.411, Synergy_HSA=2.84.